This data is from Full USPTO retrosynthesis dataset with 1.9M reactions from patents (1976-2016). The task is: Predict the reactants needed to synthesize the given product. (1) The reactants are: [Cl:1][C:2]1[CH:11]=[C:10]([C:12]([O:14]C)=[O:13])[CH:9]=[C:8]([Cl:16])[C:3]=1[C:4]([O:6][CH3:7])=[O:5].[OH-].[Na+]. Given the product [Cl:1][C:2]1[CH:11]=[C:10]([CH:9]=[C:8]([Cl:16])[C:3]=1[C:4]([O:6][CH3:7])=[O:5])[C:12]([OH:14])=[O:13], predict the reactants needed to synthesize it. (2) Given the product [N:11]1[S:12][N:13]=[C:14]2[CH:19]=[C:18]([C:20]([N:5]3[CH2:10][CH2:9][CH2:8][CH2:7][CH2:6]3)=[O:21])[CH:17]=[CH:16][C:15]=12, predict the reactants needed to synthesize it. The reactants are: C[Al](C)C.[NH:5]1[CH2:10][CH2:9][CH2:8][CH2:7][CH2:6]1.[N:11]1[S:12][N:13]=[C:14]2[CH:19]=[C:18]([C:20](OC)=[O:21])[CH:17]=[CH:16][C:15]=12. (3) Given the product [CH3:23][C:19](=[CH:20][CH:21]([CH3:22])[CH2:29][CH:28]=[C:27]([CH3:31])[CH3:26])[CH:18]=[O:24], predict the reactants needed to synthesize it. The reactants are: P(=O)(O)(O)O.N(CCO)(CCO)CCO.CO[CH:18]([O:24]C)[C:19]([CH3:23])=[CH:20][CH2:21][CH3:22].[CH3:26][C:27]([CH3:31])=[CH:28][CH2:29]O.